Dataset: CYP1A2 inhibition data for predicting drug metabolism from PubChem BioAssay. Task: Regression/Classification. Given a drug SMILES string, predict its absorption, distribution, metabolism, or excretion properties. Task type varies by dataset: regression for continuous measurements (e.g., permeability, clearance, half-life) or binary classification for categorical outcomes (e.g., BBB penetration, CYP inhibition). Dataset: cyp1a2_veith. (1) The drug is COc1cccc(Cn2c(=O)c(C)nc3cnc(N4CCN(C)CC4)nc32)c1. The result is 0 (non-inhibitor). (2) The molecule is CCC(=O)Nc1cc2c(cc1C(=O)c1ccccc1)OCCO2. The result is 1 (inhibitor). (3) The drug is Cc1ccc(CNC(=O)[C@H]2C[C@@H]2[C@H](NP(=O)(c2ccccc2)c2ccccc2)c2ccccc2)c(F)c1F. The result is 0 (non-inhibitor). (4) The drug is O=C(NCc1ccccn1)[C@@H]1C[C@H]1[C@@H](NP(=O)(c1ccccc1)c1ccccc1)c1ccccc1. The result is 0 (non-inhibitor). (5) The result is 1 (inhibitor). The drug is Cc1ccc(/C=C/c2nnc(-c3cccs3)o2)cc1. (6) The compound is COCCNc1ncncc1-c1c(C)noc1C. The result is 0 (non-inhibitor).